From a dataset of Catalyst prediction with 721,799 reactions and 888 catalyst types from USPTO. Predict which catalyst facilitates the given reaction. (1) The catalyst class is: 12. Product: [ClH:33].[NH2:17][CH:9]1[CH2:10][C:11]2[C:16]3=[C:15]([N:5]([CH2:4][C:3]([N:2]([CH3:1])[C:27]4[CH:32]=[CH:31][CH:30]=[CH:29][CH:28]=4)=[O:26])[C:6](=[O:25])[N:7]3[CH2:8]1)[CH:14]=[CH:13][CH:12]=2. Reactant: [CH3:1][N:2]([C:27]1[CH:32]=[CH:31][CH:30]=[CH:29][CH:28]=1)[C:3](=[O:26])[CH2:4][N:5]1[C:15]2=[C:16]3[C:11](=[CH:12][CH:13]=[CH:14]2)[CH2:10][CH:9]([NH:17]C(=O)OC(C)(C)C)[CH2:8][N:7]3[C:6]1=[O:25].[ClH:33].O1CCOCC1. (2) Product: [C:22]1(=[O:21])[N:1]([CH:2]([C:7]2[CH:12]=[CH:11][CH:10]=[CH:9][CH:8]=2)[CH2:3][C:4]([OH:6])=[O:5])[C:19](=[O:20])[C@H:14]2[CH2:15][CH2:16][CH2:17][CH2:18][C@@H:13]12. The catalyst class is: 15. Reactant: [NH2:1][CH:2]([C:7]1[CH:12]=[CH:11][CH:10]=[CH:9][CH:8]=1)[CH2:3][C:4]([OH:6])=[O:5].[C@@H:13]12[C:22](=O)[O:21][C:19](=[O:20])[C@@H:14]1[CH2:15][CH2:16][CH2:17][CH2:18]2. (3) Reactant: [CH2:1]([N:8]1[C:16]2[C:11](=[CH:12][CH:13]=[C:14]([OH:17])[CH:15]=2)[C:10]([C:18]([NH:20][CH2:21][C:22]2[CH:27]=[CH:26][C:25]([F:28])=[C:24]([F:29])[CH:23]=2)=[O:19])=[C:9]1[CH:30]([CH3:32])[CH3:31])[C:2]1[CH:7]=[CH:6][CH:5]=[CH:4][CH:3]=1.C([O-])([O-])=O.[K+].[K+].[OH-].[Na+].I[CH:42]1[CH2:46][CH2:45][O:44][CH2:43]1. Product: [CH2:1]([N:8]1[C:16]2[C:11](=[CH:12][CH:13]=[C:14]([O:17][CH:42]3[CH2:46][CH2:45][O:44][CH2:43]3)[CH:15]=2)[C:10]([C:18]([NH:20][CH2:21][C:22]2[CH:27]=[CH:26][C:25]([F:28])=[C:24]([F:29])[CH:23]=2)=[O:19])=[C:9]1[CH:30]([CH3:32])[CH3:31])[C:2]1[CH:7]=[CH:6][CH:5]=[CH:4][CH:3]=1. The catalyst class is: 3. (4) Reactant: Br[C:2]1[CH:19]=[CH:18][C:5]2[CH2:6][N:7]([C:11]([O:13][C:14]([CH3:17])([CH3:16])[CH3:15])=[O:12])[CH2:8][CH2:9][O:10][C:4]=2[CH:3]=1.[NH:20]1[CH2:25][CH2:24][O:23][CH2:22][CH2:21]1.CC(C1C=C(C(C)C)C(C2C=CC=CC=2P(C2CCCCC2)C2CCCCC2)=C(C(C)C)C=1)C.CC(C)([O-])C.[Na+]. Product: [N:20]1([C:2]2[CH:19]=[CH:18][C:5]3[CH2:6][N:7]([C:11]([O:13][C:14]([CH3:17])([CH3:16])[CH3:15])=[O:12])[CH2:8][CH2:9][O:10][C:4]=3[CH:3]=2)[CH2:25][CH2:24][O:23][CH2:22][CH2:21]1. The catalyst class is: 488. (5) Reactant: Cl[C:2]1[C:7]([N+:8]([O-:10])=[O:9])=[C:6]([CH3:11])[CH:5]=[CH:4][N:3]=1.[NH2:12][CH2:13][C:14]1[N:19]=[CH:18][C:17]([C:20]2[CH:29]=[CH:28][CH:27]=[CH:26][C:21]=2[C:22]([O:24][CH3:25])=[O:23])=[CH:16][CH:15]=1.C(N(CC)CC)C. Product: [CH3:11][C:6]1[CH:5]=[CH:4][N:3]=[C:2]([NH:12][CH2:13][C:14]2[N:19]=[CH:18][C:17]([C:20]3[CH:29]=[CH:28][CH:27]=[CH:26][C:21]=3[C:22]([O:24][CH3:25])=[O:23])=[CH:16][CH:15]=2)[C:7]=1[N+:8]([O-:10])=[O:9]. The catalyst class is: 1. (6) Reactant: [CH3:1][O:2][C:3]1[CH:8]=[C:7]([O:9][CH3:10])[C:6]([O:11][CH3:12])=[CH:5][C:4]=1[N+:13]([O-])=O. Product: [CH3:1][O:2][C:3]1[CH:8]=[C:7]([O:9][CH3:10])[C:6]([O:11][CH3:12])=[CH:5][C:4]=1[NH2:13]. The catalyst class is: 591. (7) Reactant: [Br:1][C:2]1[CH:3]=[C:4]([O:9]C)[CH:5]=[C:6]([F:8])[CH:7]=1.Br. Product: [Br:1][C:2]1[CH:3]=[C:4]([OH:9])[CH:5]=[C:6]([F:8])[CH:7]=1. The catalyst class is: 52. (8) Reactant: [CH2:1]([OH:4])[CH2:2][OH:3].CC1C=CC(S(O)(=O)=O)=CC=1.[NH2:16][C:17]1[CH:27]=[C:26]([CH:28]=O)[C:25]([CH3:30])=[CH:24][C:18]=1[C:19]([O:21][CH2:22][CH3:23])=[O:20].C(=O)(O)[O-].[Na+]. Product: [NH2:16][C:17]1[CH:27]=[C:26]([CH:28]2[O:4][CH2:1][CH2:2][O:3]2)[C:25]([CH3:30])=[CH:24][C:18]=1[C:19]([O:21][CH2:22][CH3:23])=[O:20]. The catalyst class is: 11. (9) Reactant: [C:1]([O:5][C:6]([N:8]1[CH2:11][C:10](=[CH:12][C:13]2[N:14]([CH3:29])[C:15]3[C:20]([N:21]=2)=[C:19]([N:22]2[CH2:27][CH2:26][O:25][CH2:24][CH2:23]2)[N:18]=[C:17](Cl)[N:16]=3)[CH2:9]1)=[O:7])([CH3:4])([CH3:3])[CH3:2].[CH3:30][C:31]1[NH:32][C:33]2[CH:39]=[CH:38][CH:37]=[CH:36][C:34]=2[N:35]=1.CC(C1C=C(C(C)C)C(C2C=CC=CC=2P(C2CCCCC2)C2CCCCC2)=C(C(C)C)C=1)C.C([O-])([O-])=O.[Cs+].[Cs+]. Product: [C:1]([O:5][C:6]([N:8]1[CH2:11][C:10](=[CH:12][C:13]2[N:14]([CH3:29])[C:15]3[C:20]([N:21]=2)=[C:19]([N:22]2[CH2:27][CH2:26][O:25][CH2:24][CH2:23]2)[N:18]=[C:17]([N:32]2[C:33]4[CH:39]=[CH:38][CH:37]=[CH:36][C:34]=4[N:35]=[C:31]2[CH3:30])[N:16]=3)[CH2:9]1)=[O:7])([CH3:4])([CH3:3])[CH3:2]. The catalyst class is: 101. (10) Reactant: [NH2:1][C:2]1[N:7]=[CH:6][N:5]=[C:4]([NH:8][CH2:9][C:10]2[N:15]([C:16]3[CH:21]=[CH:20][CH:19]=[CH:18][CH:17]=3)[C:14](=[O:22])[C:13]3=[C:23]([CH3:26])[CH:24]=[CH:25][N:12]3[N:11]=2)[C:3]=1Br.[F:28][CH:29]([F:46])[C:30]1[CH:31]=[C:32]([OH:45])[CH:33]=[C:34](B2OC(C)(C)C(C)(C)O2)[CH:35]=1.C(=O)([O-])[O-].[Cs+].[Cs+]. Product: [NH2:1][C:2]1[N:7]=[CH:6][N:5]=[C:4]([NH:8][CH2:9][C:10]2[N:15]([C:16]3[CH:21]=[CH:20][CH:19]=[CH:18][CH:17]=3)[C:14](=[O:22])[C:13]3=[C:23]([CH3:26])[CH:24]=[CH:25][N:12]3[N:11]=2)[C:3]=1[C:34]1[CH:33]=[C:32]([OH:45])[CH:31]=[C:30]([CH:29]([F:46])[F:28])[CH:35]=1. The catalyst class is: 155.